Predict the reactants needed to synthesize the given product. From a dataset of Full USPTO retrosynthesis dataset with 1.9M reactions from patents (1976-2016). (1) Given the product [CH:11]1([C:8]2[NH:7][C:6](=[O:16])[C:5]([CH:2]([NH:1][C:24]([CH:19]3[CH2:20][CH2:21][CH2:22][CH2:23][CH:18]3[CH3:17])=[O:25])[CH2:3][CH3:4])=[N:10][N:9]=2)[CH2:15][CH2:14][CH2:13][CH2:12]1, predict the reactants needed to synthesize it. The reactants are: [NH2:1][CH:2]([C:5]1[C:6](=[O:16])[NH:7][C:8]([CH:11]2[CH2:15][CH2:14][CH2:13][CH2:12]2)=[N:9][N:10]=1)[CH2:3][CH3:4].[CH3:17][CH:18]1[CH2:23][CH2:22][CH2:21][CH2:20][CH:19]1[C:24](Cl)=[O:25]. (2) Given the product [CH3:14][O:12][C:11]([C@H:8]1[CH2:7][C@H:6]([OH:5])[CH2:10][NH:9]1)=[O:13], predict the reactants needed to synthesize it. The reactants are: S(Cl)(Cl)=O.[OH:5][C@@H:6]1[CH2:10][NH:9][C@@H:8]([C:11]([OH:13])=[O:12])[CH2:7]1.[CH3:14]O. (3) The reactants are: [NH2:1][CH:2]([CH:26]1[CH2:28][CH2:27]1)[CH2:3][CH2:4][N:5]1[C:13]([S:14][C:15]2[C:23]([Br:24])=[CH:22][C:18]3[O:19][CH2:20][O:21][C:17]=3[CH:16]=2)=[N:12][C:11]2[C:6]1=[N:7][CH:8]=[N:9][C:10]=2[NH2:25].NC(C1CC1)CCN1C2C(N=C(SC3C(Br)=C[C:46]4[O:47]C[O:49][C:45]=4C=3)N=2)=C(N)N=C1.ClC(COC(=O)C)=O.C(N(CC)CC)C. Given the product [NH2:25][C:10]1[N:9]=[CH:8][N:7]=[C:6]2[C:11]=1[N:12]=[C:13]([S:14][C:15]1[C:23]([Br:24])=[CH:22][C:18]3[O:19][CH2:20][O:21][C:17]=3[CH:16]=1)[N:5]2[CH2:4][CH2:3][CH:2]([NH:1][C:46](=[O:47])[CH2:45][OH:49])[CH:26]1[CH2:28][CH2:27]1, predict the reactants needed to synthesize it. (4) Given the product [C:37]1([C:31]2[CH:32]=[CH:33][CH:34]=[CH:35][CH:36]=2)[CH:44]=[CH:43][CH:42]=[CH:41][C:38]=1[CH2:39][N:9]1[C:10]2[C:16]3[CH:17]=[C:18]([N+:21]([O-:23])=[O:22])[CH:19]=[CH:20][C:15]=3[S:14][C:11]=2[C:12](=[O:13])[N:7]([OH:6])[C:8]1=[O:24], predict the reactants needed to synthesize it. The reactants are: COC1C=C(OC)C=CC=1C[O:6][N:7]1[C:12](=[O:13])[C:11]2[S:14][C:15]3[CH:20]=[CH:19][C:18]([N+:21]([O-:23])=[O:22])=[CH:17][C:16]=3[C:10]=2[NH:9][C:8]1=[O:24].[C:31]1([C:37]2[CH:44]=[CH:43][CH:42]=[CH:41][C:38]=2[CH2:39]Br)[CH:36]=[CH:35][CH:34]=[CH:33][CH:32]=1. (5) Given the product [C:27]([C:26]1[CH:29]=[CH:30][C:31]([CH3:33])=[CH:32][C:25]=1[NH:24][C:8](=[O:10])[C:7]1[C:6]([O:11][CH3:12])=[CH:5][CH:4]=[CH:3][C:2]=1[F:1])#[N:28], predict the reactants needed to synthesize it. The reactants are: [F:1][C:2]1[CH:3]=[CH:4][CH:5]=[C:6]([O:11][CH3:12])[C:7]=1[C:8]([OH:10])=O.S(Cl)(Cl)=O.C1(C)C=CC=CC=1.[NH2:24][C:25]1[CH:32]=[C:31]([CH3:33])[CH:30]=[CH:29][C:26]=1[C:27]#[N:28]. (6) Given the product [ClH:33].[ClH:33].[NH:8]1[CH2:12][CH2:11][C@H:10]([NH:13][C:14]([C:16]2[CH:36]=[CH:35][C:19]3[N:20]([CH3:34])[C:21]([NH:23][C:24]4[S:25][C:26]5[CH:32]=[C:31]([Cl:33])[CH:30]=[CH:29][C:27]=5[N:28]=4)=[N:22][C:18]=3[CH:17]=2)=[O:15])[CH2:9]1, predict the reactants needed to synthesize it. The reactants are: C(OC([N:8]1[CH2:12][CH2:11][C@H:10]([NH:13][C:14]([C:16]2[CH:36]=[CH:35][C:19]3[N:20]([CH3:34])[C:21]([NH:23][C:24]4[S:25][C:26]5[CH:32]=[C:31]([Cl:33])[CH:30]=[CH:29][C:27]=5[N:28]=4)=[N:22][C:18]=3[CH:17]=2)=[O:15])[CH2:9]1)=O)(C)(C)C. (7) Given the product [NH2:1][C:2]1[C:3]([C:7]2[N:8]([C:16]3[CH:21]=[CH:20][C:19]([O:22][CH:24]4[CH2:29][CH2:28][N:27]([C:30]([O:32][C:33]([CH3:36])([CH3:35])[CH3:34])=[O:31])[CH2:26][CH2:25]4)=[CH:18][CH:17]=3)[C:9]3[CH:14]=[CH:13][N:12]=[CH:11][C:10]=3[N:15]=2)=[N:4][O:5][N:6]=1, predict the reactants needed to synthesize it. The reactants are: [NH2:1][C:2]1[C:3]([C:7]2[N:8]([C:16]3[CH:21]=[CH:20][C:19]([OH:22])=[CH:18][CH:17]=3)[C:9]3[CH:14]=[CH:13][N:12]=[CH:11][C:10]=3[N:15]=2)=[N:4][O:5][N:6]=1.O[CH:24]1[CH2:29][CH2:28][N:27]([C:30]([O:32][C:33]([CH3:36])([CH3:35])[CH3:34])=[O:31])[CH2:26][CH2:25]1.C1(P(C2C=CC=CC=2)C2C=CC=CC=2)C=CC=CC=1.N(C(OC(C)C)=O)=NC(OC(C)C)=O.